From a dataset of Reaction yield outcomes from USPTO patents with 853,638 reactions. Predict the reaction yield, written as a fraction of the theoretical maximum amount of product (1.0 means a 100% yield; for example, 0.34 means a 34% yield). The reactants are [H-].[Na+].[CH3:3][O:4][CH2:5][CH2:6][NH:7][S:8]([C:11]1[CH:16]=[CH:15][C:14]([I:17])=[CH:13][CH:12]=1)(=[O:10])=[O:9].[CH3:18][Si:19]([CH3:26])([CH3:25])[CH2:20][CH2:21][O:22][CH2:23]Cl. The catalyst is CN(C=O)C. The product is [CH3:3][O:4][CH2:5][CH2:6][N:7]([CH2:23][O:22][CH2:21][CH2:20][Si:19]([CH3:26])([CH3:25])[CH3:18])[S:8]([C:11]1[CH:16]=[CH:15][C:14]([I:17])=[CH:13][CH:12]=1)(=[O:10])=[O:9]. The yield is 0.740.